From a dataset of Catalyst prediction with 721,799 reactions and 888 catalyst types from USPTO. Predict which catalyst facilitates the given reaction. Reactant: [OH:1][C:2]1[CH:11]=[CH:10][C:5]2[CH2:6][O:7][B:8]([OH:9])[C:4]=2[CH:3]=1.[H-].[Na+].Br[CH:15]([C:17](=[O:20])[CH2:18][CH3:19])[CH3:16].Cl. Product: [OH:9][B:8]1[C:4]2[CH:3]=[C:2]([O:1][CH:15]([C:17](=[O:20])[CH2:18][CH3:19])[CH3:16])[CH:11]=[CH:10][C:5]=2[CH2:6][O:7]1. The catalyst class is: 3.